From a dataset of Catalyst prediction with 721,799 reactions and 888 catalyst types from USPTO. Predict which catalyst facilitates the given reaction. (1) Reactant: [CH2:1]([O:3][C:4](=[O:24])[C:5]1[CH:17]=[C:16]([CH:18]([OH:23])[C:19]([F:22])([F:21])[F:20])[CH:15]=[C:7]([C:8]([N:10]([CH3:14])[CH2:11][CH2:12][CH3:13])=[O:9])[CH:6]=1)[CH3:2].CC(OI1(OC(C)=O)(OC(C)=O)OC(=O)C2C=CC=CC1=2)=O. Product: [CH2:1]([O:3][C:4](=[O:24])[C:5]1[CH:17]=[C:16]([C:18](=[O:23])[C:19]([F:22])([F:21])[F:20])[CH:15]=[C:7]([C:8]([N:10]([CH3:14])[CH2:11][CH2:12][CH3:13])=[O:9])[CH:6]=1)[CH3:2]. The catalyst class is: 4. (2) Product: [NH2:44][CH2:45][CH2:46][CH2:47][N:1]([C@@H:2]([C:6]1[N:7]([CH2:17][C:18]2[CH:23]=[CH:22][CH:21]=[CH:20][CH:19]=2)[C:8](=[O:16])[C:9]2[CH:15]=[N:14][CH:13]=[CH:12][C:10]=2[N:11]=1)[CH:3]([CH3:5])[CH3:4])[C:34](=[O:35])[C:36]1[CH:22]=[CH:23][C:18]([CH3:17])=[CH:19][CH:20]=1.[C:38]([O:42][C:43](=[O:49])[NH:44][CH2:45][CH2:46][CH2:47][NH:1][CH:2]([C:6]1[N:7]([CH2:17][C:18]2[CH:23]=[CH:22][CH:21]=[CH:20][CH:19]=2)[C:8](=[O:16])[C:9]2[CH:15]=[N:14][CH:13]=[CH:12][C:10]=2[N:11]=1)[CH:3]([CH3:5])[CH3:4])([CH3:41])([CH3:40])[CH3:39]. Reactant: [NH2:1][CH:2]([C:6]1[N:7]([CH2:17][C:18]2[CH:23]=[CH:22][CH:21]=[CH:20][CH:19]=2)[C:8](=[O:16])[C:9]2[CH:15]=[N:14][CH:13]=[CH:12][C:10]=2[N:11]=1)[CH:3]([CH3:5])[CH3:4].[BH-](O[C:34]([CH3:36])=[O:35])(OC(C)=O)OC(C)=O.[Na+].[C:38]([O:42][C:43](=[O:49])[NH:44][CH2:45][CH2:46][CH:47]=O)([CH3:41])([CH3:40])[CH3:39]. The catalyst class is: 4. (3) Reactant: [CH3:1][O:2][C:3]1[CH:8]=[CH:7][CH:6]=[CH:5][C:4]=1[O:9][CH3:10].[C:11]1(=[O:17])[O:16][C:14](=[O:15])[CH2:13][CH2:12]1.[Al+3].[Cl-].[Cl-].[Cl-]. Product: [CH3:1][O:2][C:3]1[CH:8]=[C:7]([C:11](=[O:17])[CH2:12][CH2:13][C:14]([OH:16])=[O:15])[CH:6]=[CH:5][C:4]=1[O:9][CH3:10]. The catalyst class is: 27.